Dataset: NCI-60 drug combinations with 297,098 pairs across 59 cell lines. Task: Regression. Given two drug SMILES strings and cell line genomic features, predict the synergy score measuring deviation from expected non-interaction effect. (1) Drug 1: CC1=C2C(C(=O)C3(C(CC4C(C3C(C(C2(C)C)(CC1OC(=O)C(C(C5=CC=CC=C5)NC(=O)C6=CC=CC=C6)O)O)OC(=O)C7=CC=CC=C7)(CO4)OC(=O)C)O)C)OC(=O)C. Drug 2: CN1C2=C(C=C(C=C2)N(CCCl)CCCl)N=C1CCCC(=O)O.Cl. Cell line: NCI-H460. Synergy scores: CSS=28.0, Synergy_ZIP=-3.80, Synergy_Bliss=-4.56, Synergy_Loewe=-45.5, Synergy_HSA=-4.35. (2) Drug 1: C1=CC(=CC=C1CC(C(=O)O)N)N(CCCl)CCCl.Cl. Drug 2: C1=NNC2=C1C(=O)NC=N2. Cell line: BT-549. Synergy scores: CSS=1.88, Synergy_ZIP=-0.700, Synergy_Bliss=3.17, Synergy_Loewe=-4.36, Synergy_HSA=-0.108. (3) Drug 1: CCC1(CC2CC(C3=C(CCN(C2)C1)C4=CC=CC=C4N3)(C5=C(C=C6C(=C5)C78CCN9C7C(C=CC9)(C(C(C8N6C=O)(C(=O)OC)O)OC(=O)C)CC)OC)C(=O)OC)O.OS(=O)(=O)O. Drug 2: B(C(CC(C)C)NC(=O)C(CC1=CC=CC=C1)NC(=O)C2=NC=CN=C2)(O)O. Cell line: SK-MEL-5. Synergy scores: CSS=28.9, Synergy_ZIP=-12.0, Synergy_Bliss=-17.4, Synergy_Loewe=-25.4, Synergy_HSA=-14.3. (4) Drug 1: CC1=C(C(CCC1)(C)C)C=CC(=CC=CC(=CC(=O)O)C)C. Drug 2: C1CNP(=O)(OC1)N(CCCl)CCCl. Cell line: SW-620. Synergy scores: CSS=-4.15, Synergy_ZIP=2.21, Synergy_Bliss=-1.53, Synergy_Loewe=-5.31, Synergy_HSA=-6.84. (5) Drug 1: CCC1=C2CN3C(=CC4=C(C3=O)COC(=O)C4(CC)O)C2=NC5=C1C=C(C=C5)O. Drug 2: CCC1(CC2CC(C3=C(CCN(C2)C1)C4=CC=CC=C4N3)(C5=C(C=C6C(=C5)C78CCN9C7C(C=CC9)(C(C(C8N6C)(C(=O)OC)O)OC(=O)C)CC)OC)C(=O)OC)O.OS(=O)(=O)O. Cell line: NCIH23. Synergy scores: CSS=32.1, Synergy_ZIP=6.12, Synergy_Bliss=8.53, Synergy_Loewe=-2.30, Synergy_HSA=7.30. (6) Drug 1: COC1=C(C=C2C(=C1)N=CN=C2NC3=CC(=C(C=C3)F)Cl)OCCCN4CCOCC4. Drug 2: CS(=O)(=O)CCNCC1=CC=C(O1)C2=CC3=C(C=C2)N=CN=C3NC4=CC(=C(C=C4)OCC5=CC(=CC=C5)F)Cl. Cell line: A549. Synergy scores: CSS=26.0, Synergy_ZIP=-5.00, Synergy_Bliss=-1.74, Synergy_Loewe=0.826, Synergy_HSA=2.60. (7) Drug 1: CCC1=C2CN3C(=CC4=C(C3=O)COC(=O)C4(CC)O)C2=NC5=C1C=C(C=C5)O. Drug 2: CC1C(C(CC(O1)OC2CC(CC3=C2C(=C4C(=C3O)C(=O)C5=CC=CC=C5C4=O)O)(C(=O)C)O)N)O. Cell line: OVCAR-4. Synergy scores: CSS=23.9, Synergy_ZIP=-6.66, Synergy_Bliss=-4.87, Synergy_Loewe=-1.28, Synergy_HSA=-0.155. (8) Drug 1: CN1C(=O)N2C=NC(=C2N=N1)C(=O)N. Drug 2: C(CCl)NC(=O)N(CCCl)N=O. Cell line: SK-MEL-28. Synergy scores: CSS=-0.709, Synergy_ZIP=-2.23, Synergy_Bliss=-3.99, Synergy_Loewe=-5.74, Synergy_HSA=-4.51. (9) Drug 1: CC1=CC2C(CCC3(C2CCC3(C(=O)C)OC(=O)C)C)C4(C1=CC(=O)CC4)C. Drug 2: CC1=C(C(=CC=C1)Cl)NC(=O)C2=CN=C(S2)NC3=CC(=NC(=N3)C)N4CCN(CC4)CCO. Cell line: HS 578T. Synergy scores: CSS=4.27, Synergy_ZIP=2.02, Synergy_Bliss=8.02, Synergy_Loewe=-11.5, Synergy_HSA=0.325. (10) Drug 1: C1CCC(C1)C(CC#N)N2C=C(C=N2)C3=C4C=CNC4=NC=N3. Drug 2: C1CCC(C(C1)N)N.C(=O)(C(=O)[O-])[O-].[Pt+4]. Cell line: RPMI-8226. Synergy scores: CSS=27.7, Synergy_ZIP=6.43, Synergy_Bliss=7.79, Synergy_Loewe=-23.0, Synergy_HSA=3.92.